The task is: Binary Classification. Given a drug SMILES string, predict its activity (active/inactive) in a high-throughput screening assay against a specified biological target.. This data is from Cav3 T-type calcium channel HTS with 100,875 compounds. (1) The compound is Clc1cc(CNC(=O)CC2c3c(n(Cc4ccccc4)c(=O)n(c3=O)C)NC2=O)ccc1. The result is 0 (inactive). (2) The result is 0 (inactive). The molecule is S1(=O)(=O)CC2N(C3CCCCC3)C(=O)CC2C1. (3) The compound is O1c2c(OCC1)ccc(NC(=O)COc1cc(ccc1)C)c2. The result is 0 (inactive). (4) The molecule is O(C(=O)C1C(N(C(=O)NC1c1ccccc1)Cc1ccccc1)C)C. The result is 0 (inactive). (5) The compound is Clc1ccc(NC(=O)c2c(cccc2)C)nc1. The result is 0 (inactive). (6) The drug is N1(C(C(C(=C1N)C#N)(C#N)C#N)C(C)C)c1ccccc1. The result is 0 (inactive).